From a dataset of Forward reaction prediction with 1.9M reactions from USPTO patents (1976-2016). Predict the product of the given reaction. (1) The product is: [F:1][C:2]1[CH:7]=[CH:6][C:5]([F:8])=[CH:4][C:3]=1[C@H:9]1[CH2:13][CH2:12][CH2:11][N:10]1[C:14]1[CH:19]=[CH:18][N:17]2[N:20]=[CH:21][C:22]([C:23]3[S:30][C:28]([NH2:29])=[N:26][N:27]=3)=[C:16]2[N:15]=1. Given the reactants [F:1][C:2]1[CH:7]=[CH:6][C:5]([F:8])=[CH:4][C:3]=1[C@H:9]1[CH2:13][CH2:12][CH2:11][N:10]1[C:14]1[CH:19]=[CH:18][N:17]2[N:20]=[CH:21][C:22]([C:23](O)=O)=[C:16]2[N:15]=1.[NH:26]([C:28](=[S:30])[NH2:29])[NH2:27].O=P(Cl)(Cl)Cl, predict the reaction product. (2) Given the reactants [CH3:1][O:2][C:3]1[CH:4]=[C:5]([CH:7]=[CH:8][C:9]=1[O:10][CH3:11])[NH2:6].CC(C)([O-])C.[K+].[Br:18][C:19]1[N:23]2[N:24]=[C:25](Cl)[CH:26]=[CH:27][C:22]2=[N:21][CH:20]=1, predict the reaction product. The product is: [Br:18][C:19]1[N:23]2[N:24]=[C:25]([NH:6][C:5]3[CH:7]=[CH:8][C:9]([O:10][CH3:11])=[C:3]([O:2][CH3:1])[CH:4]=3)[CH:26]=[CH:27][C:22]2=[N:21][CH:20]=1. (3) Given the reactants Br[C:2]1[CH:3]=[C:4]2[C:9](=[CH:10][CH:11]=1)[C:8](=[O:12])[N:7]([CH2:13][C:14]1[CH:15]=[CH:16][C:17]3[O:21][CH2:20][CH2:19][C:18]=3[CH:22]=1)[C:6]([C:23]([OH:25])=[O:24])=[C:5]2[C:26]1[CH:31]=[CH:30][CH:29]=[CH:28][CH:27]=1.CO.[H][H], predict the reaction product. The product is: [O:21]1[C:17]2[CH:16]=[CH:15][C:14]([CH2:13][N:7]3[C:6]([C:23]([OH:25])=[O:24])=[C:5]([C:26]4[CH:31]=[CH:30][CH:29]=[CH:28][CH:27]=4)[C:4]4[C:9](=[CH:10][CH:11]=[CH:2][CH:3]=4)[C:8]3=[O:12])=[CH:22][C:18]=2[CH2:19][CH2:20]1.